Dataset: Full USPTO retrosynthesis dataset with 1.9M reactions from patents (1976-2016). Task: Predict the reactants needed to synthesize the given product. (1) Given the product [Br:1][C:2]1[CH:3]=[C:4]([C:5]2[N:8]([CH3:14])[C:26](=[O:29])[O:7][N:6]=2)[CH:9]=[CH:10][C:11]=1[CH3:12], predict the reactants needed to synthesize it. The reactants are: [Br:1][C:2]1[CH:3]=[C:4]([CH:9]=[CH:10][C:11]=1[CH3:12])[C:5](=[NH:8])[NH:6][OH:7].Br[C:14]1C=C(C=CC=1C)C#N.Cl.NO.[C:26](=[O:29])([O-])[O-].[Na+].[Na+]. (2) Given the product [C:1]([O:5][C:6]([N:8]1[C:12]2=[N:13][C:14]([O:17][C:18]3[CH:23]=[CH:22][C:21]([F:24])=[CH:20][C:19]=3[F:25])=[N:15][CH:16]=[C:11]2[C:10]([OH:26])=[N:9]1)=[O:7])([CH3:4])([CH3:2])[CH3:3], predict the reactants needed to synthesize it. The reactants are: [C:1]([O:5][C:6]([N:8]1[C:12]2=[N:13][C:14]([O:17][C:18]3[CH:23]=[CH:22][C:21]([F:24])=[CH:20][C:19]=3[F:25])=[N:15][CH:16]=[C:11]2[C:10]([O:26]C(OC(C)(C)C)=O)=[N:9]1)=[O:7])([CH3:4])([CH3:3])[CH3:2]. (3) Given the product [CH2:22]([N:7]([CH2:6][C:2]1[S:1][CH:5]=[CH:4][CH:3]=1)[C:8]([C:10]12[CH2:19][CH:14]3[CH2:15][CH:16]([CH2:18][CH:12]([CH2:13]3)[CH2:11]1)[CH2:17]2)=[O:9])[C:23]1[CH:28]=[CH:27][CH:26]=[CH:25][CH:24]=1, predict the reactants needed to synthesize it. The reactants are: [S:1]1[CH:5]=[CH:4][CH:3]=[C:2]1[CH2:6][NH:7][C:8]([C:10]12[CH2:19][CH:14]3[CH2:15][CH:16]([CH2:18][CH:12]([CH2:13]3)[CH2:11]1)[CH2:17]2)=[O:9].[H-].[Na+].[CH2:22](Br)[C:23]1[CH:28]=[CH:27][CH:26]=[CH:25][CH:24]=1. (4) Given the product [Cl:7][C:8]1[CH:9]=[C:10]([C:15]2[CH:16]=[C:17]([C:18]([F:21])([F:19])[F:20])[N:2]3[N:1]=[CH:5][CH:4]=[C:3]3[N:6]=2)[CH:11]=[CH:12][C:13]=1[Cl:14], predict the reactants needed to synthesize it. The reactants are: [N:1]1[NH:2][C:3]([NH2:6])=[CH:4][CH:5]=1.[Cl:7][C:8]1[CH:9]=[C:10]([C:15](=O)[CH2:16][C:17](=O)[C:18]([F:21])([F:20])[F:19])[CH:11]=[CH:12][C:13]=1[Cl:14]. (5) The reactants are: [CH3:1][C:2]1([CH3:15])[O:11][C:10]2[C:5](=[CH:6][C:7]([C:12]#[N:13])=[CH:8][CH:9]=2)[CH:4]2[O:14][CH:3]12.[Cl:16][C:17]1[CH:22]=[CH:21][C:20]([C:23]2[NH:24][CH:25]=[CH:26][N:27]=2)=[CH:19][CH:18]=1. Given the product [Cl:16][C:17]1[CH:18]=[CH:19][C:20]([C:23]2[N:27]([CH:4]3[C:5]4[C:10](=[CH:9][CH:8]=[C:7]([C:12]#[N:13])[CH:6]=4)[O:11][C:2]([CH3:15])([CH3:1])[CH:3]3[OH:14])[CH:26]=[CH:25][N:24]=2)=[CH:21][CH:22]=1, predict the reactants needed to synthesize it. (6) Given the product [F:10][C:11]1[CH:16]=[CH:15][C:14]([N:17]2[C:6](=[O:7])[C:4]([Br:5])=[C:2]([Br:3])[CH:1]=[N:18]2)=[CH:13][CH:12]=1, predict the reactants needed to synthesize it. The reactants are: [C:1](O)(=O)/[C:2](=[C:4](\[CH:6]=[O:7])/[Br:5])/[Br:3].[F:10][C:11]1[CH:16]=[CH:15][C:14]([NH:17][NH2:18])=[CH:13][CH:12]=1.Cl. (7) Given the product [F:17][C:15]([F:16])([F:18])[C:13]1[CH:12]=[CH:11][C:9]2[CH:10]=[C:6]([CH:4]=[O:5])[S:7][C:8]=2[CH:14]=1, predict the reactants needed to synthesize it. The reactants are: CON(C)[C:4]([C:6]1[S:7][C:8]2[CH:14]=[C:13]([C:15]([F:18])([F:17])[F:16])[CH:12]=[CH:11][C:9]=2[CH:10]=1)=[O:5].[H-].[H-].[H-].[H-].[Li+].[Al+3].OS([O-])(=O)=O.[K+].O. (8) The reactants are: [CH3:1][O:2][CH2:3][C:4](=[O:10])[CH2:5][C:6]([O:8][CH3:9])=[O:7].[H-].[Na+].[CH3:13]I. Given the product [CH3:13][CH:5]([C:4](=[O:10])[CH2:3][O:2][CH3:1])[C:6]([O:8][CH3:9])=[O:7], predict the reactants needed to synthesize it.